The task is: Predict the product of the given reaction.. This data is from Forward reaction prediction with 1.9M reactions from USPTO patents (1976-2016). (1) Given the reactants O.C1(C)C=CC(C([C@](C(O)=O)(O)[C@](C(C2C=CC(C)=CC=2)=O)(O)C(O)=O)=[O:9])=CC=1.[CH2:30]([N:33]1[C:37]([CH2:38][S:39][C:40]2[CH:45]=[CH:44][C:43]([NH2:46])=[CH:42][CH:41]=2)=[CH:36][N:35]=[CH:34]1)[CH2:31][CH3:32].Cl, predict the reaction product. The product is: [CH2:30]([N:33]1[C:37]([CH2:38][S:39]([C:40]2[CH:41]=[CH:42][C:43]([NH2:46])=[CH:44][CH:45]=2)=[O:9])=[CH:36][N:35]=[CH:34]1)[CH2:31][CH3:32]. (2) The product is: [CH2:1]([O:3][CH2:4][C:5]1[N:6]([CH2:18][CH2:19][O:20][CH2:24][CH2:25][CH2:26][CH2:27][CH2:28][CH2:29][O:30][CH2:31][CH2:32][CH2:33][CH2:34][C:35]2[CH:36]=[CH:37][CH:38]=[CH:39][CH:40]=2)[C:7]2[C:16]3[CH:15]=[CH:14][CH:13]=[CH:12][C:11]=3[N:10]=[CH:9][C:8]=2[N:17]=1)[CH3:2]. Given the reactants [CH2:1]([O:3][CH2:4][C:5]1[N:6]([CH2:18][CH2:19][OH:20])[C:7]2[C:16]3[CH:15]=[CH:14][CH:13]=[CH:12][C:11]=3[N:10]=[CH:9][C:8]=2[N:17]=1)[CH3:2].[H-].[Na+].Br[CH2:24][CH2:25][CH2:26][CH2:27][CH2:28][CH2:29][O:30][CH2:31][CH2:32][CH2:33][CH2:34][C:35]1[CH:40]=[CH:39][CH:38]=[CH:37][CH:36]=1, predict the reaction product.